This data is from Retrosynthesis with 50K atom-mapped reactions and 10 reaction types from USPTO. The task is: Predict the reactants needed to synthesize the given product. (1) Given the product CC(C)(C)OC(=O)Nc1nc(-c2cccc(OC(F)(F)F)c2)ns1, predict the reactants needed to synthesize it. The reactants are: COc1ccc(CN(C(=O)OC(C)(C)C)c2nc(-c3cccc(OC(F)(F)F)c3)ns2)cc1. (2) Given the product Nc1cc(F)ccc1OC(C(C(=O)O)N(Cc1ccccc1)Cc1ccccc1)C(F)(F)F, predict the reactants needed to synthesize it. The reactants are: O=C(O)C(C(Oc1ccc(F)cc1[N+](=O)[O-])C(F)(F)F)N(Cc1ccccc1)Cc1ccccc1. (3) Given the product C=CCOC(=O)[C@@H]1[C@@H](c2ccc3c(c2)OCO3)c2ccc(OCCC)cc2[C@H]1c1ccc(OC)cc1OCOC, predict the reactants needed to synthesize it. The reactants are: C=CCBr.CCCOc1ccc2c(c1)[C@@H](c1ccc(OC)cc1OCOC)[C@H](C(=O)O)[C@H]2c1ccc2c(c1)OCO2. (4) The reactants are: C#Cc1cccc(C)c1.COCCn1ncc(-n2cc(I)nc2C)cc1=O. Given the product COCCn1ncc(-n2cc(C#Cc3cccc(C)c3)nc2C)cc1=O, predict the reactants needed to synthesize it. (5) Given the product CSc1ccc([N+](=O)[O-])c(N(C)C(=O)OC(C)(C)C)c1, predict the reactants needed to synthesize it. The reactants are: CN(C(=O)OC(C)(C)C)c1cc(Cl)ccc1[N+](=O)[O-].C[S-]. (6) Given the product C=C(CCCc1ccc(CC(=O)OC)cc1)c1ccccc1, predict the reactants needed to synthesize it. The reactants are: CC(C)(C)[O-].COC(=O)Cc1ccc(CCCC(=O)c2ccccc2)cc1.